This data is from Peptide-MHC class I binding affinity with 185,985 pairs from IEDB/IMGT. The task is: Regression. Given a peptide amino acid sequence and an MHC pseudo amino acid sequence, predict their binding affinity value. This is MHC class I binding data. (1) The peptide sequence is FLKENGGL. The MHC is HLA-B15:01 with pseudo-sequence HLA-B15:01. The binding affinity (normalized) is 0.339. (2) The peptide sequence is NTNQGNILM. The MHC is HLA-A02:06 with pseudo-sequence HLA-A02:06. The binding affinity (normalized) is 0.197.